This data is from Reaction yield outcomes from USPTO patents with 853,638 reactions. The task is: Predict the reaction yield, written as a fraction of the theoretical maximum amount of product (1.0 means a 100% yield; for example, 0.34 means a 34% yield). The reactants are Br[C:2]1[CH:7]=[CH:6][C:5]([C:8]([CH3:17])([CH3:16])[C:9]([NH:11][CH2:12][CH:13]([CH3:15])[CH3:14])=[O:10])=[CH:4][CH:3]=1.[CH2:18]([O:20][C:21]([C:23]1[CH:24]=[C:25](B(O)O)[CH:26]=[CH:27][CH:28]=1)=[O:22])[CH3:19]. No catalyst specified. The product is [CH2:12]([NH:11][C:9](=[O:10])[C:8]([C:5]1[CH:6]=[CH:7][C:2]([C:25]2[CH:26]=[CH:27][CH:28]=[C:23]([C:21]([O:20][CH2:18][CH3:19])=[O:22])[CH:24]=2)=[CH:3][CH:4]=1)([CH3:17])[CH3:16])[CH:13]([CH3:15])[CH3:14]. The yield is 0.650.